From a dataset of Peptide-MHC class I binding affinity with 185,985 pairs from IEDB/IMGT. Regression. Given a peptide amino acid sequence and an MHC pseudo amino acid sequence, predict their binding affinity value. This is MHC class I binding data. (1) The peptide sequence is ITNPFFYQM. The MHC is HLA-A26:01 with pseudo-sequence HLA-A26:01. The binding affinity (normalized) is 0.0847. (2) The peptide sequence is PAHKSQLVW. The MHC is HLA-B46:01 with pseudo-sequence HLA-B46:01. The binding affinity (normalized) is 0.0847. (3) The peptide sequence is SNCRTLLSR. The MHC is HLA-A33:01 with pseudo-sequence HLA-A33:01. The binding affinity (normalized) is 0.671. (4) The peptide sequence is TPVEHGLVL. The MHC is HLA-B40:01 with pseudo-sequence HLA-B40:01. The binding affinity (normalized) is 0.0847. (5) The peptide sequence is QQTNAMVTL. The MHC is HLA-B15:01 with pseudo-sequence HLA-B15:01. The binding affinity (normalized) is 0.